From a dataset of Forward reaction prediction with 1.9M reactions from USPTO patents (1976-2016). Predict the product of the given reaction. (1) Given the reactants [OH:1][C:2]1[C:3]([O:20][CH3:21])=[C:4]([C:10]2[CH:11]=[C:12]3[C:16](=[CH:17][CH:18]=2)[C:15](=[O:19])[O:14][CH2:13]3)[CH:5]=[CH:6][C:7]=1[O:8][CH3:9].C(=O)([O-])[O-].[K+].[K+].[CH2:28](Br)[CH2:29][CH3:30], predict the reaction product. The product is: [CH3:21][O:20][C:3]1[C:2]([O:1][CH2:28][CH2:29][CH3:30])=[C:7]([O:8][CH3:9])[CH:6]=[CH:5][C:4]=1[C:10]1[CH:11]=[C:12]2[C:16](=[CH:17][CH:18]=1)[C:15](=[O:19])[O:14][CH2:13]2. (2) Given the reactants [O:1]1[CH:5]=[CH:4][C:3]([C:6]([OH:8])=[O:7])=[CH:2]1.[Li]CCCC.[I:14]I.O, predict the reaction product. The product is: [I:14][C:2]1[O:1][CH:5]=[CH:4][C:3]=1[C:6]([OH:8])=[O:7]. (3) Given the reactants [H-].[Na+].[Cl:3][C:4]1[CH:10]=[CH:9][C:8]([N+:11]([O-:13])=[O:12])=[CH:7][C:5]=1[NH2:6].I[CH3:15], predict the reaction product. The product is: [Cl:3][C:4]1[CH:10]=[CH:9][C:8]([N+:11]([O-:13])=[O:12])=[CH:7][C:5]=1[NH:6][CH3:15]. (4) Given the reactants [Cl:1][C:2]1[C:7]([C:8]2[CH:13]=[CH:12][CH:11]=[CH:10][CH:9]=2)=[N:6][N:5]=[C:4]2[NH:14][N:15]=[C:16]([C:17]3[CH:22]=[CH:21][CH:20]=[CH:19][CH:18]=3)[C:3]=12.[CH2:23](NN)[CH3:24], predict the reaction product. The product is: [Cl:1][C:2]1[C:7]([C:8]2[CH:9]=[CH:10][CH:11]=[CH:12][CH:13]=2)=[N:6][N:5]=[C:4]2[N:14]([CH2:23][CH3:24])[N:15]=[C:16]([C:17]3[CH:18]=[CH:19][CH:20]=[CH:21][CH:22]=3)[C:3]=12. (5) Given the reactants [O:1]1[C:5]2[CH:6]=[CH:7][C:8]([S:10]([N:13]([CH2:18][C@@H:19]([OH:43])[C@@H:20]([N:28](CC3C=CC=CC=3)CC3C=CC=CC=3)[CH2:21][C:22]3[CH:27]=[CH:26][CH:25]=[CH:24][CH:23]=3)[CH2:14][CH:15]([CH3:17])[CH3:16])(=[O:12])=[O:11])=[CH:9][C:4]=2[O:3][CH2:2]1.O.[CH3:45][S:46]([OH:49])(=[O:48])=[O:47], predict the reaction product. The product is: [CH3:45][S:46]([OH:49])(=[O:48])=[O:47].[O:1]1[C:5]2[CH:6]=[CH:7][C:8]([S:10]([N:13]([CH2:18][C@@H:19]([OH:43])[C@@H:20]([NH2:28])[CH2:21][C:22]3[CH:23]=[CH:24][CH:25]=[CH:26][CH:27]=3)[CH2:14][CH:15]([CH3:17])[CH3:16])(=[O:11])=[O:12])=[CH:9][C:4]=2[O:3][CH2:2]1. (6) Given the reactants C[O:2][C:3](=O)[CH2:4][CH2:5][CH2:6][CH2:7][CH2:8][S:9]([C:11]1[CH:16]=[CH:15][C:14]([C:17]2[CH:22]=[CH:21][C:20]([Cl:23])=[CH:19][CH:18]=2)=[CH:13][CH:12]=1)=[O:10].[NH2:25][OH:26].[OH-].[K+].CO, predict the reaction product. The product is: [OH:26][NH:25][C:3](=[O:2])[CH2:4][CH2:5][CH2:6][CH2:7][CH2:8][S:9]([C:11]1[CH:16]=[CH:15][C:14]([C:17]2[CH:22]=[CH:21][C:20]([Cl:23])=[CH:19][CH:18]=2)=[CH:13][CH:12]=1)=[O:10].